Dataset: Full USPTO retrosynthesis dataset with 1.9M reactions from patents (1976-2016). Task: Predict the reactants needed to synthesize the given product. (1) Given the product [CH2:40]([O:30][CH2:29][C@@H:19]1[C@@H:18]([C@@:14]2([CH3:17])[CH2:15][CH2:16][C@H:11]([O:10][Si:3]([C:6]([CH3:9])([CH3:8])[CH3:7])([CH3:5])[CH3:4])[CH2:12][C@@H:13]2[CH2:31][O:32][Si:33]([C:36]([CH3:39])([CH3:38])[CH3:37])([CH3:34])[CH3:35])[CH2:26][CH2:25][C@@:24]2([CH3:27])[C@H:20]1[CH2:21][CH2:22][C:23]2=[CH2:28])[C:41]1[CH:46]=[CH:45][CH:44]=[CH:43][CH:42]=1, predict the reactants needed to synthesize it. The reactants are: [H-].[Na+].[Si:3]([O:10][C@H:11]1[CH2:16][CH2:15][C@@:14]([C@H:18]2[CH2:26][CH2:25][C@@:24]3([CH3:27])[C@@H:20]([CH2:21][CH2:22][C:23]3=[CH2:28])[C@@H:19]2[CH2:29][OH:30])([CH3:17])[C@@H:13]([CH2:31][O:32][Si:33]([C:36]([CH3:39])([CH3:38])[CH3:37])([CH3:35])[CH3:34])[CH2:12]1)([C:6]([CH3:9])([CH3:8])[CH3:7])([CH3:5])[CH3:4].[CH2:40](Br)[C:41]1[CH:46]=[CH:45][CH:44]=[CH:43][CH:42]=1. (2) Given the product [O:1]1[C:5]2[CH:6]=[CH:7][CH:8]=[C:9]([NH:10][C:11]3[C:20]4[C:15](=[C:16]([CH3:27])[CH:17]=[C:18]([S:21]([CH2:24][CH2:25][O:26][CH3:33])(=[O:22])=[O:23])[CH:19]=4)[N:14]=[CH:13][C:12]=3[C:28]([NH2:30])=[O:29])[C:4]=2[CH2:3][CH2:2]1, predict the reactants needed to synthesize it. The reactants are: [O:1]1[C:5]2[CH:6]=[CH:7][CH:8]=[C:9]([NH:10][C:11]3[C:20]4[C:15](=[C:16]([CH3:27])[CH:17]=[C:18]([S:21]([CH2:24][CH2:25][OH:26])(=[O:23])=[O:22])[CH:19]=4)[N:14]=[CH:13][C:12]=3[C:28]([NH2:30])=[O:29])[C:4]=2[CH2:3][CH2:2]1.[H-].[Na+].[CH3:33]I. (3) Given the product [F:21][C:22]1[CH:23]=[CH:24][C:25]([S:28]([N:31]([CH3:32])[CH2:33][C:34]([NH:20][CH2:19][C:5]2[CH:6]=[C:7]([C:9]3[CH:10]=[CH:11][C:12]([C:15]([F:17])([F:16])[F:18])=[CH:13][CH:14]=3)[CH:8]=[C:3]([O:2][CH3:1])[CH:4]=2)=[O:35])(=[O:29])=[O:30])=[CH:26][CH:27]=1, predict the reactants needed to synthesize it. The reactants are: [CH3:1][O:2][C:3]1[CH:4]=[C:5]([CH2:19][NH2:20])[CH:6]=[C:7]([C:9]2[CH:14]=[CH:13][C:12]([C:15]([F:18])([F:17])[F:16])=[CH:11][CH:10]=2)[CH:8]=1.[F:21][C:22]1[CH:27]=[CH:26][C:25]([S:28]([N:31]([CH2:33][C:34](O)=[O:35])[CH3:32])(=[O:30])=[O:29])=[CH:24][CH:23]=1.CN(C(ON1N=NC2C=CC=NC1=2)=[N+](C)C)C.F[P-](F)(F)(F)(F)F.C(N(CC)C(C)C)(C)C.OS([O-])(=O)=O.[K+]. (4) Given the product [Br:19][C:20]1[CH:27]=[CH:26][CH:25]=[CH:24][C:21]=1/[CH:22]=[CH:7]/[C:8]([O:10][CH3:11])=[O:9], predict the reactants needed to synthesize it. The reactants are: COP([CH2:7][C:8]([O:10][CH3:11])=[O:9])(OC)=O.O1CCCC1.[H-].[Na+].[Br:19][C:20]1[CH:27]=[CH:26][CH:25]=[CH:24][C:21]=1[CH:22]=O. (5) Given the product [NH:5]1[C:6]([S:7][C:8]2[C:17](=[O:18])[C:16]3[C:11](=[CH:12][CH:13]=[CH:14][CH:15]=3)[C:10](=[N:19][S:20]([C:23]3[S:24][CH:25]=[CH:26][CH:27]=3)(=[O:21])=[O:22])[CH:9]=2)=[N:2][CH:1]=[N:4]1.[CH3:1][N:2]1[C:6]([S:7][C:8]2[C:17](=[O:18])[C:16]3[C:11](=[CH:12][CH:13]=[CH:14][CH:15]=3)[C:10](=[N:19][S:20]([C:23]3[S:24][CH:25]=[CH:26][CH:27]=3)(=[O:22])=[O:21])[CH:9]=2)=[N:5][N:4]=[N:3]1, predict the reactants needed to synthesize it. The reactants are: [CH3:1][N:2]1[C:6]([S:7][C:8]2[C:17](=[O:18])[C:16]3[C:11](=[CH:12][CH:13]=[CH:14][CH:15]=3)[C:10](=[N:19][S:20]([C:23]3[S:24][CH:25]=[CH:26][CH:27]=3)(=[O:22])=[O:21])[CH:9]=2)=[N:5][N:4]=[N:3]1.SC1N=CNN=1. (6) The reactants are: [O:1]([C:3]1[CH:4]=[C:5]([N:10]2[CH2:15][CH2:14][N:13]([C:16]([O:18][C:19]([CH3:22])([CH3:21])[CH3:20])=[O:17])[CH2:12][CH2:11]2)[CH:6]=[CH:7][C:8]=1Br)[CH3:2].[B:23]1([B:23]2[O:27][C:26]([CH3:29])([CH3:28])[C:25]([CH3:31])([CH3:30])[O:24]2)[O:27][C:26]([CH3:29])([CH3:28])[C:25]([CH3:31])([CH3:30])[O:24]1.C([O-])(=O)C.[K+]. Given the product [O:1]([C:3]1[CH:4]=[C:5]([N:10]2[CH2:15][CH2:14][N:13]([C:16]([O:18][C:19]([CH3:22])([CH3:21])[CH3:20])=[O:17])[CH2:12][CH2:11]2)[CH:6]=[CH:7][C:8]=1[B:23]1[O:27][C:26]([CH3:29])([CH3:28])[C:25]([CH3:31])([CH3:30])[O:24]1)[CH3:2], predict the reactants needed to synthesize it.